From a dataset of Full USPTO retrosynthesis dataset with 1.9M reactions from patents (1976-2016). Predict the reactants needed to synthesize the given product. (1) Given the product [CH2:35]([NH:37][C:38]([NH:18][C:15]1[CH:16]=[C:17]2[C:9]([I:8])=[CH:10][N:11]([S:19]([C:22]3[CH:27]=[CH:26][CH:25]=[CH:24][CH:23]=3)(=[O:21])=[O:20])[C:12]2=[N:13][CH:14]=1)=[O:39])[CH3:36], predict the reactants needed to synthesize it. The reactants are: FC(F)(F)C(O)=O.[I:8][C:9]1[C:17]2[C:12](=[N:13][CH:14]=[C:15]([NH2:18])[CH:16]=2)[N:11]([S:19]([C:22]2[CH:27]=[CH:26][CH:25]=[CH:24][CH:23]=2)(=[O:21])=[O:20])[CH:10]=1.C(N(CC)CC)C.[CH2:35]([N:37]=[C:38]=[O:39])[CH3:36]. (2) Given the product [C:5]1([CH:18]([OH:19])[C:17]2[CH:20]=[C:21]([O:26][CH3:27])[C:22]([CH:24]([C:35]3[CH:42]=[CH:41][CH:38]=[CH:37][CH:36]=3)[OH:25])=[CH:23][C:16]=2[O:15][CH2:14][CH2:13][CH:12]([CH3:11])[CH2:28][CH2:29][CH2:30][CH:31]([CH3:33])[CH3:32])[CH:10]=[CH:9][CH:8]=[CH:7][CH:6]=1, predict the reactants needed to synthesize it. The reactants are: [Mg].II.Br[C:5]1[CH:10]=[CH:9][CH:8]=[CH:7][CH:6]=1.[CH3:11][CH:12]([CH2:28][CH2:29][CH2:30][CH:31]([CH3:33])[CH3:32])[CH2:13][CH2:14][O:15][C:16]1[CH:23]=[C:22]([CH:24]=[O:25])[C:21]([O:26][CH3:27])=[CH:20][C:17]=1[CH:18]=[O:19].C(=O)[C:35]1[CH:42]=[CH:41][C:38](C=O)=[CH:37][CH:36]=1.OS(O)(=O)=O. (3) The reactants are: [S:1]([O-:5])([O-:4])(=[O:3])=[O:2].[Co+2:6].C(O)(=O)CC(CC(O)=O)(C(O)=O)[OH:10].[OH-:20].[Na+:21].OO.[OH-].[Co+2].[OH-]. Given the product [S:1]([O-:5])([O-:4])(=[O:3])=[O:2].[Co+2:6].[OH-:10].[Na+:21].[O-2:20].[O-2:2].[O-2:2].[O-2:2].[Co+2:6].[Co+3:6].[Co+3:6], predict the reactants needed to synthesize it.